Dataset: Experimentally validated miRNA-target interactions with 360,000+ pairs, plus equal number of negative samples. Task: Binary Classification. Given a miRNA mature sequence and a target amino acid sequence, predict their likelihood of interaction. (1) The miRNA is hsa-miR-4783-3p with sequence CCCCGGUGUUGGGGCGCGUCUGC. The protein sequence of the target gene is MSARKGYLLPSPNYPTTMSCSESPAANSFLVDSLISSGRGEAGGGGGGAGGGGGGGYYAHGGVYLPPAADLPYGLQSCGLFPTLGGKRNEAASPGSGGGGGGLGPGAHGYGPSPIDLWLDAPRSCRMEPPDGPPPPPQQQPPPPPQPPQPAPQATSCSFAQNIKEESSYCLYDSADKCPKVSATAAELAPFPRGPPPDGCALGTSSGVPVPGYFRLSQAYGTAKGYGSGGGGAQQLGAGPFPAQPPGRGFDLPPALASGSADAARKERALDSPPPPTLACGSGGGSQGDEEAHASSSAAE.... Result: 1 (interaction). (2) Result: 0 (no interaction). The miRNA is cel-miR-245-3p with sequence AUUGGUCCCCUCCAAGUAGCUC. The protein sequence of the target gene is MAGKSSLFKVILLGDGGVGKSSLMNRYVTNKFDTQLFHTIGVEFLNKDLEVDGHFVTMQIWDTAGQERFRSLRTPFYRGSDCCLLTFSVDDSQSFQNLSNWKKEFIYYADVKEPESFPFVILGNKIDISERQVSTEEAQAWCRDNGDYPYFETSAKDATNVAAAFEEAVRRVLATEDRSDHLIQTDTVNLHRKPKPSSSCC. (3) The miRNA is hsa-miR-17-5p with sequence CAAAGUGCUUACAGUGCAGGUAG. The protein sequence of the target gene is MATKDPTAVERANLLNMAKLSIKGLIESALSFGRTLDSDYPPLQQFFVVMEHCLKHGLKVRKSFLSYNKTIWGPLELVEKLYPEAEEIGASVRDLPGLKTPLGRARAWLRLALMQKKMADYLRCLIIQRDLLSEFYEYHALMMEEEGAVIVGLLVGLNVIDANLCVKGEDLDSQVGVIDFSMYLKNEEDIGNKERNVQIAAILDQKNYVEELNRQLNSTVSSLHSRVDSLEKSNTKLIEELAIAKNNIIKLQEENHQLRSENKLILMKTQQHLEVTKVDVETELQTYKHSRQGLDEMYNE.... Result: 1 (interaction).